This data is from Forward reaction prediction with 1.9M reactions from USPTO patents (1976-2016). The task is: Predict the product of the given reaction. (1) Given the reactants [CH3:1][O:2][C:3]1[C:12]2[NH:11][C:10](=O)[C@@H:9]3[CH2:14][N:15]([C:17]([O:19][C:20]([CH3:23])([CH3:22])[CH3:21])=[O:18])[CH2:16][C@@H:8]3[C:7]=2[CH:6]=[CH:5][CH:4]=1, predict the reaction product. The product is: [CH3:1][O:2][C:3]1[C:12]2[NH:11][CH2:10][C@@H:9]3[CH2:14][N:15]([C:17]([O:19][C:20]([CH3:23])([CH3:22])[CH3:21])=[O:18])[CH2:16][C@@H:8]3[C:7]=2[CH:6]=[CH:5][CH:4]=1. (2) Given the reactants [CH2:1]([O:3][C:4](=[O:9])[CH2:5][CH2:6][CH2:7]Br)[CH3:2].C(N(CC)CC)C.[F:17][C:18]([F:32])([F:31])[C:19]1[CH:24]=[CH:23][C:22]([N:25]2[CH2:30][CH2:29][NH:28][CH2:27][CH2:26]2)=[CH:21][CH:20]=1.[I-].[K+], predict the reaction product. The product is: [CH2:1]([O:3][C:4](=[O:9])[CH2:5][CH2:6][CH2:7][N:28]1[CH2:27][CH2:26][N:25]([C:22]2[CH:21]=[CH:20][C:19]([C:18]([F:31])([F:32])[F:17])=[CH:24][CH:23]=2)[CH2:30][CH2:29]1)[CH3:2]. (3) Given the reactants Br[C:2]1[CH:11]=[C:10]([CH2:12][N:13]([C:15]([O:17][C:18]([CH3:21])([CH3:20])[CH3:19])=[O:16])[CH3:14])[CH:9]=[CH:8][C:3]=1[C:4]([O:6][CH3:7])=[O:5].[CH3:22][N:23](C=O)C, predict the reaction product. The product is: [C:22]([C:2]1[CH:11]=[C:10]([CH2:12][N:13]([C:15]([O:17][C:18]([CH3:21])([CH3:20])[CH3:19])=[O:16])[CH3:14])[CH:9]=[CH:8][C:3]=1[C:4]([O:6][CH3:7])=[O:5])#[N:23]. (4) The product is: [CH3:12][O:13][C:14]1[CH:19]=[CH:18][CH:17]=[CH:16][C:15]=1[N:5]1[CH:6]=[C:2]([CH3:1])[C:3]([C:7]([O:9][CH2:10][CH3:11])=[O:8])=[N:4]1. Given the reactants [CH3:1][C:2]1[C:3]([C:7]([O:9][CH2:10][CH3:11])=[O:8])=[N:4][NH:5][CH:6]=1.[CH3:12][O:13][C:14]1[CH:19]=[CH:18][CH:17]=[CH:16][C:15]=1B(O)O.N1C=CC=CC=1, predict the reaction product. (5) Given the reactants C([Zn]CC)C.FC(F)(F)C(O)=O.ICI.[C:16]1(/[CH:22]=[CH:23]/[C:24]2[CH:29]=[CH:28][CH:27]=[CH:26][CH:25]=2)[CH:21]=[CH:20][CH:19]=CC=1, predict the reaction product. The product is: [C:24]1([C:23]2[CH:19]=[CH:20][CH:21]=[CH:16][CH:22]=2)[CH:25]=[CH:26][CH:27]=[CH:28][CH:29]=1. (6) Given the reactants [C:1]([N:8]([CH2:10][C:11]([OH:13])=O)[CH3:9])([O:3][C:4]([CH3:7])([CH3:6])[CH3:5])=[O:2].[NH2:14][CH2:15][CH2:16][O:17][CH2:18][CH2:19][OH:20], predict the reaction product. The product is: [C:4]([O:3][C:1](=[O:2])[N:8]([CH2:10][C:11](=[O:13])[NH:14][CH2:15][CH2:16][O:17][CH2:18][CH2:19][OH:20])[CH3:9])([CH3:5])([CH3:6])[CH3:7]. (7) Given the reactants Br[C:2]1[CH:3]=[C:4]([CH:9]=[C:10]([Br:12])[CH:11]=1)[C:5]([O:7][CH3:8])=[O:6].[F:13][C:14]1[CH:19]=[CH:18][C:17](B(O)O)=[CH:16][CH:15]=1.C([O-])([O-])=O.[Na+].[Na+], predict the reaction product. The product is: [Br:12][C:10]1[CH:9]=[C:4]([CH:3]=[C:2]([C:17]2[CH:18]=[CH:19][C:14]([F:13])=[CH:15][CH:16]=2)[CH:11]=1)[C:5]([O:7][CH3:8])=[O:6].[F:13][C:14]1[CH:19]=[CH:18][C:17]([C:2]2[CH:3]=[C:4]([CH:9]=[C:10]([C:17]3[CH:18]=[CH:19][C:14]([F:13])=[CH:15][CH:16]=3)[CH:11]=2)[C:5]([O:7][CH3:8])=[O:6])=[CH:16][CH:15]=1.